Task: Regression. Given two drug SMILES strings and cell line genomic features, predict the synergy score measuring deviation from expected non-interaction effect.. Dataset: NCI-60 drug combinations with 297,098 pairs across 59 cell lines Drug 1: CCN(CC)CCCC(C)NC1=C2C=C(C=CC2=NC3=C1C=CC(=C3)Cl)OC. Drug 2: C1C(C(OC1N2C=NC(=NC2=O)N)CO)O. Cell line: HOP-92. Synergy scores: CSS=4.06, Synergy_ZIP=-3.83, Synergy_Bliss=-0.198, Synergy_Loewe=-9.86, Synergy_HSA=-5.19.